The task is: Regression. Given two drug SMILES strings and cell line genomic features, predict the synergy score measuring deviation from expected non-interaction effect.. This data is from NCI-60 drug combinations with 297,098 pairs across 59 cell lines. Drug 1: CC1C(C(CC(O1)OC2CC(CC3=C2C(=C4C(=C3O)C(=O)C5=C(C4=O)C(=CC=C5)OC)O)(C(=O)CO)O)N)O.Cl. Drug 2: C1=CC=C(C(=C1)C(C2=CC=C(C=C2)Cl)C(Cl)Cl)Cl. Cell line: HS 578T. Synergy scores: CSS=8.59, Synergy_ZIP=14.8, Synergy_Bliss=24.8, Synergy_Loewe=-30.4, Synergy_HSA=5.70.